Dataset: Forward reaction prediction with 1.9M reactions from USPTO patents (1976-2016). Task: Predict the product of the given reaction. (1) Given the reactants [CH2:1]([N:3]1[CH2:8][CH2:7][N:6]([CH2:9][CH2:10][O:11][C:12]2[CH:13]=[CH:14][C:15]([OH:40])=[C:16]([CH:39]=2)[C:17]([NH:19][C:20]2[CH:32]=[C:31]([C:33]3[CH:38]=[CH:37][CH:36]=[CH:35][CH:34]=3)[CH:30]=[CH:29][C:21]=2[C:22]([O:24]C(C)(C)C)=[O:23])=[O:18])[CH2:5][CH2:4]1)[CH3:2], predict the reaction product. The product is: [CH2:1]([N:3]1[CH2:4][CH2:5][N:6]([CH2:9][CH2:10][O:11][C:12]2[CH:13]=[CH:14][C:15]([OH:40])=[C:16]([CH:39]=2)[C:17]([NH:19][C:20]2[CH:32]=[C:31]([C:33]3[CH:38]=[CH:37][CH:36]=[CH:35][CH:34]=3)[CH:30]=[CH:29][C:21]=2[C:22]([OH:24])=[O:23])=[O:18])[CH2:7][CH2:8]1)[CH3:2]. (2) The product is: [OH:5][CH:3]([CH3:4])[CH2:2][CH2:1][O:6][S:13]([C:10]1[CH:11]=[CH:12][C:7]([CH3:17])=[CH:8][CH:9]=1)(=[O:15])=[O:14]. Given the reactants [CH2:1]([OH:6])[CH2:2][CH:3]([OH:5])[CH3:4].[C:7]1([CH3:17])[CH:12]=[CH:11][C:10]([S:13](Cl)(=[O:15])=[O:14])=[CH:9][CH:8]=1, predict the reaction product. (3) Given the reactants Cl[S:2]([C:5]1[CH:6]=[CH:7][C:8]([CH3:14])=[C:9]([CH:13]=1)[C:10]([OH:12])=[O:11])(=[O:4])=[O:3].[CH3:15]I, predict the reaction product. The product is: [CH3:14][C:8]1[CH:7]=[CH:6][C:5]([S:2]([CH3:15])(=[O:4])=[O:3])=[CH:13][C:9]=1[C:10]([OH:12])=[O:11].